From a dataset of Full USPTO retrosynthesis dataset with 1.9M reactions from patents (1976-2016). Predict the reactants needed to synthesize the given product. (1) Given the product [CH3:2][N:3]([CH2:4][CH2:5][O:6][C:7](=[O:11])[C:8]([CH3:10])=[CH2:9])[C:12]([Cl:14])=[O:13], predict the reactants needed to synthesize it. The reactants are: Cl.[CH3:2][NH:3][CH2:4][CH2:5][O:6][C:7](=[O:11])[C:8]([CH3:10])=[CH2:9].[C:12](Cl)([Cl:14])=[O:13]. (2) Given the product [CH3:10][C:5]1[C:3]([OH:4])=[C:2]([CH3:1])[CH:8]=[C:7]2[C:6]=1[CH2:12][CH2:11][C:13]1([O:9]2)[CH2:16][CH2:15][CH2:14]1, predict the reactants needed to synthesize it. The reactants are: [CH3:1][C:2]1[CH:8]=[C:7]([OH:9])[CH:6]=[C:5]([CH3:10])[C:3]=1[OH:4].[CH:11]([C:13]1(O)[CH2:16][CH2:15][CH2:14]1)=[CH2:12]. (3) Given the product [CH3:1][C:2]1[CH:7]=[CH:6][CH:5]=[CH:4][C:3]=1[CH:8]([OH:13])[C:9]([NH:11][CH3:12])=[O:10], predict the reactants needed to synthesize it. The reactants are: [CH3:1][C:2]1[CH:7]=[CH:6][CH:5]=[CH:4][C:3]=1[C:8](=[O:13])[C:9]([NH:11][CH3:12])=[O:10].[BH4-].[Na+]. (4) Given the product [F:1][C:2]1[CH:3]=[CH:4][C:5]([CH2:6][O:7][CH2:8][C:9]([NH:11][CH2:12][CH2:13][CH2:14][C:15]2[CH:20]=[CH:19][C:18]([S:21]([NH:24][C:25]3[CH:30]=[CH:29][C:28]([NH:31][C:32](=[O:38])[O:33][C:34]([CH3:37])([CH3:36])[CH3:35])=[C:27]([O:39][CH3:40])[CH:26]=3)(=[O:22])=[O:23])=[CH:17][CH:16]=2)=[O:10])=[CH:41][CH:42]=1, predict the reactants needed to synthesize it. The reactants are: [F:1][C:2]1[CH:42]=[CH:41][C:5]([CH2:6][O:7][CH2:8][C:9]([NH:11][CH2:12][C:13]#[C:14][C:15]2[CH:20]=[CH:19][C:18]([S:21]([NH:24][C:25]3[CH:30]=[CH:29][C:28]([NH:31][C:32](=[O:38])[O:33][C:34]([CH3:37])([CH3:36])[CH3:35])=[C:27]([O:39][CH3:40])[CH:26]=3)(=[O:23])=[O:22])=[CH:17][CH:16]=2)=[O:10])=[CH:4][CH:3]=1. (5) Given the product [N:16]1[CH:8]=[C:9]2[C:13]([N:12]=[CH:11][NH:10]2)=[N:14][C:15]=1[C:17]#[N:18], predict the reactants needed to synthesize it. The reactants are: C1([C@H](N[C:8]2[N:16]=[C:15]([C:17]#[N:18])[N:14]=[C:13]3[C:9]=2[N:10](C[C@H]2CC[C@H](C)CC2)[C:11](C(C2C=CC=CC=2)=O)=[N:12]3)C)CCC1.C[Si](C)(C)C(F)(F)F.[F-].C[N+](C)(C)C. (6) Given the product [C:61]([N:64]1[CH2:69][CH2:68][N:67]([CH2:21][CH2:20][CH2:19][C:11]2([C:13]3[CH:18]=[CH:17][CH:16]=[CH:15][CH:14]=3)[CH2:12][N:8]([C:6]3[CH:7]=[C:2]([Cl:1])[CH:3]=[CH:4][C:5]=3[F:26])[N:9]=[C:10]2[C:23](=[O:25])[CH3:24])[CH2:66][CH2:65]1)(=[O:63])[CH3:62], predict the reactants needed to synthesize it. The reactants are: [Cl:1][C:2]1[CH:3]=[CH:4][C:5]([F:26])=[C:6]([N:8]2[CH2:12][C:11]([CH2:19][CH2:20][CH2:21]O)([C:13]3[CH:18]=[CH:17][CH:16]=[CH:15][CH:14]=3)[C:10]([C:23](=[O:25])[CH3:24])=[N:9]2)[CH:7]=1.C([O-])(O)=O.[Na+].CC(OI1(OC(C)=O)(OC(C)=O)OC(=O)C2C=CC=CC1=2)=O.C(N(CC)CC)C.[C:61]([N:64]1[CH2:69][CH2:68][NH:67][CH2:66][CH2:65]1)(=[O:63])[CH3:62].C(O[BH-](OC(=O)C)OC(=O)C)(=O)C.[Na+]. (7) Given the product [Br-:8].[CH2:9]([N+:1]1[CH:6]=[CH:5][C:4]([CH3:7])=[CH:3][CH:2]=1)[CH2:10][CH2:11][CH2:12][CH2:13][CH3:14], predict the reactants needed to synthesize it. The reactants are: [N:1]1[CH:6]=[CH:5][C:4]([CH3:7])=[CH:3][CH:2]=1.[Br:8][CH2:9][CH2:10][CH2:11][CH2:12][CH2:13][CH3:14].C(#N)C.CCOCC. (8) Given the product [CH3:25][C@H:26]1[O:31][C@@H:30]([CH3:32])[CH2:29][N:28]([C:33]([C:35]2[CH:36]=[C:37]([S:41]([N:9]3[CH2:10][CH2:11][C:7]([C:1]4[CH:6]=[CH:5][CH:4]=[CH:3][CH:2]=4)([C:13]4[CH:14]=[CH:15][CH:16]=[CH:17][CH:18]=4)[C:8]3=[O:12])(=[O:42])=[O:43])[CH:38]=[CH:39][CH:40]=2)=[O:34])[CH2:27]1, predict the reactants needed to synthesize it. The reactants are: [C:1]1([C:7]2([C:13]3[CH:18]=[CH:17][CH:16]=[CH:15][CH:14]=3)[CH2:11][CH2:10][NH:9][C:8]2=[O:12])[CH:6]=[CH:5][CH:4]=[CH:3][CH:2]=1.CC(C)([O-])C.[K+].[CH3:25][C@@H:26]1[O:31][C@H:30]([CH3:32])[CH2:29][N:28]([C:33]([C:35]2[CH:36]=[C:37]([S:41](Cl)(=[O:43])=[O:42])[CH:38]=[CH:39][CH:40]=2)=[O:34])[CH2:27]1. (9) Given the product [CH:17]([C:16]1[N:13]=[C:12]([N:9]2[CH2:8][CH2:7][CH:6]([C@H:4]([CH3:5])[CH2:3][CH2:2][OH:1])[CH2:11][CH2:10]2)[O:14][N:15]=1)([CH3:19])[CH3:18], predict the reactants needed to synthesize it. The reactants are: [OH:1][CH2:2][CH2:3][C@H:4]([CH:6]1[CH2:11][CH2:10][N:9]([C:12]#[N:13])[CH2:8][CH2:7]1)[CH3:5].[OH:14][NH:15][C:16](=N)[CH:17]([CH3:19])[CH3:18]. (10) Given the product [C:1]12([NH:11][C:12]([NH:27][C:26]3[CH:28]=[CH:29][CH:30]=[C:24]([O:23][CH2:22][CH2:21][CH2:20][N:17]4[CH2:16][CH2:15][O:14][CH2:19][CH2:18]4)[CH:25]=3)=[O:13])[CH2:10][CH:5]3[CH2:6][CH:7]([CH2:9][CH:3]([CH2:4]3)[CH2:2]1)[CH2:8]2, predict the reactants needed to synthesize it. The reactants are: [C:1]12([N:11]=[C:12]=[O:13])[CH2:10][CH:5]3[CH2:6][CH:7]([CH2:9][CH:3]([CH2:4]3)[CH2:2]1)[CH2:8]2.[O:14]1[CH2:19][CH2:18][N:17]([CH2:20][CH2:21][CH2:22][O:23][C:24]2[CH:25]=[C:26]([CH:28]=[CH:29][CH:30]=2)[NH2:27])[CH2:16][CH2:15]1.